Dataset: Forward reaction prediction with 1.9M reactions from USPTO patents (1976-2016). Task: Predict the product of the given reaction. Given the reactants Br[C:2]1[CH:3]=[C:4]([NH2:8])[CH:5]=[N:6][CH:7]=1.[C:9]([C:11]1[CH:16]=[CH:15][C:14](B(O)O)=[CH:13][CH:12]=1)#[N:10].C(=O)([O-])[O-].[Na+].[Na+], predict the reaction product. The product is: [NH2:8][C:4]1[CH:3]=[C:2]([C:14]2[CH:15]=[CH:16][C:11]([C:9]#[N:10])=[CH:12][CH:13]=2)[CH:7]=[N:6][CH:5]=1.